Predict the product of the given reaction. From a dataset of Forward reaction prediction with 1.9M reactions from USPTO patents (1976-2016). The product is: [CH3:31][N:32]([CH2:1][C:3]1[C:15]2[O:14][N:13]=[C:12]([CH2:16][CH2:17][CH:18]3[CH2:23][CH2:22][N:21]([C:24]([O:26][C:27]([CH3:28])([CH3:29])[CH3:30])=[O:25])[CH2:20][CH2:19]3)[C:11]=2[CH:10]=[C:9]2[C:4]=1[CH:5]=[CH:6][CH:7]=[CH:8]2)[CH3:33]. Given the reactants [CH:1]([C:3]1[C:15]2[O:14][N:13]=[C:12]([CH2:16][CH2:17][CH:18]3[CH2:23][CH2:22][N:21]([C:24]([O:26][C:27]([CH3:30])([CH3:29])[CH3:28])=[O:25])[CH2:20][CH2:19]3)[C:11]=2[CH:10]=[C:9]2[C:4]=1[CH:5]=[CH:6][CH:7]=[CH:8]2)=O.[CH3:31][NH:32][CH3:33].C(O[BH-](OC(=O)C)OC(=O)C)(=O)C.[Na+].[OH-].[Na+], predict the reaction product.